From a dataset of Forward reaction prediction with 1.9M reactions from USPTO patents (1976-2016). Predict the product of the given reaction. (1) Given the reactants C1(P(C2C=CC=CC=2)C2C=CC=CC=2)C=CC=CC=1.[C:20]1(=[O:30])[NH:24][C:23](=[O:25])[C:22]2=[CH:26][CH:27]=[CH:28][CH:29]=[C:21]12.O[CH2:32][CH:33]1[CH2:38][CH2:37][CH2:36][N:35]([C:39]2[CH:48]=[CH:47][CH:46]=[CH:45][C:40]=2[C:41]([O:43][CH3:44])=[O:42])[CH2:34]1.N(C(OCC)=O)=NC(OCC)=O.C1(C)C=CC=CC=1, predict the reaction product. The product is: [CH3:44][O:43][C:41]([C:40]1[CH:45]=[CH:46][CH:47]=[CH:48][C:39]=1[N:35]1[CH2:36][CH2:37][CH2:38][CH:33]([CH2:32][N:24]2[C:20](=[O:30])[C:21]3=[CH:29][CH:28]=[CH:27][CH:26]=[C:22]3[C:23]2=[O:25])[CH2:34]1)=[O:42]. (2) Given the reactants [C:1]([C:5]1[CH:6]=[C:7]([NH:29][C:30]([NH:32][C@@H:33]2[C:42]3[C:37](=[CH:38][CH:39]=[CH:40][CH:41]=3)[C@H:36]([O:43][C:44]3[CH:45]=[CH:46][C:47]4[N:48]([C:50]([N:53]5[CH2:58][CH2:57][CH2:56][CH2:55][C@@H:54]5[CH3:59])=[N:51][N:52]=4)[CH:49]=3)[CH2:35][CH2:34]2)=[O:31])[N:8]([C:10]2[CH:15]=[CH:14][C:13]([O:16][Si:17]([CH:24]([CH3:26])[CH3:25])([CH:21]([CH3:23])[CH3:22])[CH:18]([CH3:20])[CH3:19])=[C:12]([CH2:27]O)[CH:11]=2)[N:9]=1)([CH3:4])([CH3:3])[CH3:2].CCN(C(C)C)C(C)C.CS([Cl:73])(=O)=O.C(=O)(O)[O-].[Na+], predict the reaction product. The product is: [C:1]([C:5]1[CH:6]=[C:7]([NH:29][C:30]([NH:32][C@@H:33]2[C:42]3[C:37](=[CH:38][CH:39]=[CH:40][CH:41]=3)[C@H:36]([O:43][C:44]3[CH:45]=[CH:46][C:47]4[N:48]([C:50]([N:53]5[CH2:58][CH2:57][CH2:56][CH2:55][C@@H:54]5[CH3:59])=[N:51][N:52]=4)[CH:49]=3)[CH2:35][CH2:34]2)=[O:31])[N:8]([C:10]2[CH:15]=[CH:14][C:13]([O:16][Si:17]([CH:24]([CH3:26])[CH3:25])([CH:21]([CH3:23])[CH3:22])[CH:18]([CH3:20])[CH3:19])=[C:12]([CH2:27][Cl:73])[CH:11]=2)[N:9]=1)([CH3:4])([CH3:3])[CH3:2]. (3) Given the reactants [CH2:1](O)[CH:2]=[CH2:3].S(=O)(=O)(O)O.[Cl:10][C:11]1[CH:16]=[C:15]([OH:17])[CH:14]=[CH:13][C:12]=1[C:18]1[CH:23]=[CH:22][C:21]([CH2:24][C:25]([OH:27])=[O:26])=[CH:20][CH:19]=1.O, predict the reaction product. The product is: [Cl:10][C:11]1[CH:16]=[C:15]([OH:17])[CH:14]=[CH:13][C:12]=1[C:18]1[CH:23]=[CH:22][C:21]([CH2:24][C:25]([O:27][CH2:3][CH:2]=[CH2:1])=[O:26])=[CH:20][CH:19]=1.